Task: Regression. Given two drug SMILES strings and cell line genomic features, predict the synergy score measuring deviation from expected non-interaction effect.. Dataset: NCI-60 drug combinations with 297,098 pairs across 59 cell lines (1) Drug 1: C1CCC(C1)C(CC#N)N2C=C(C=N2)C3=C4C=CNC4=NC=N3. Drug 2: CN1C(=O)N2C=NC(=C2N=N1)C(=O)N. Cell line: HL-60(TB). Synergy scores: CSS=-16.8, Synergy_ZIP=8.78, Synergy_Bliss=3.01, Synergy_Loewe=-11.7, Synergy_HSA=-10.3. (2) Drug 1: CCCS(=O)(=O)NC1=C(C(=C(C=C1)F)C(=O)C2=CNC3=C2C=C(C=N3)C4=CC=C(C=C4)Cl)F. Drug 2: C1=CN(C=N1)CC(O)(P(=O)(O)O)P(=O)(O)O. Cell line: SF-268. Synergy scores: CSS=0.358, Synergy_ZIP=1.10, Synergy_Bliss=2.61, Synergy_Loewe=-12.7, Synergy_HSA=-0.102. (3) Drug 1: CC12CCC3C(C1CCC2=O)CC(=C)C4=CC(=O)C=CC34C. Drug 2: CC(C)(C#N)C1=CC(=CC(=C1)CN2C=NC=N2)C(C)(C)C#N. Cell line: RXF 393. Synergy scores: CSS=27.6, Synergy_ZIP=3.84, Synergy_Bliss=-5.05, Synergy_Loewe=-4.07, Synergy_HSA=-3.83.